This data is from Catalyst prediction with 721,799 reactions and 888 catalyst types from USPTO. The task is: Predict which catalyst facilitates the given reaction. (1) Reactant: [Br:1][C:2]1[CH:7]=[C:6]([F:8])[C:5]([CH2:9][C:10](N)=[O:11])=[C:4]([F:13])[CH:3]=1.[OH-:14].[Na+].Cl. Product: [Br:1][C:2]1[CH:7]=[C:6]([F:8])[C:5]([CH2:9][C:10]([OH:14])=[O:11])=[C:4]([F:13])[CH:3]=1. The catalyst class is: 8. (2) Reactant: [OH:1][C:2]1[CH:9]=[C:8]([CH3:10])[C:5]([C:6]#[N:7])=[C:4]([CH3:11])[N:3]=1.[ClH:12]. Product: [ClH:12].[NH2:7][CH2:6][C:5]1[C:8]([CH3:10])=[CH:9][C:2]([OH:1])=[N:3][C:4]=1[CH3:11]. The catalyst class is: 19. (3) Reactant: [CH2:1]([C:3]1[CH:4]=[C:5]([C:12]2[O:16][C:15]([CH:17]=[O:18])=[CH:14][CH:13]=2)[C:6]([CH3:11])=[N:7][C:8]=1[O:9]C)[CH3:2].[I-].[K+].Cl[Si](C)(C)C. Product: [CH2:1]([C:3]1[C:8](=[O:9])[NH:7][C:6]([CH3:11])=[C:5]([C:12]2[O:16][C:15]([CH:17]=[O:18])=[CH:14][CH:13]=2)[CH:4]=1)[CH3:2]. The catalyst class is: 10. (4) Reactant: I[C:2]1[N:3]=[C:4]([NH2:20])[C:5]2[N:6]=[CH:7][N:8]([C:18]=2[N:19]=1)[C@@H:9]1[O:17][C@H:14]([CH2:15][OH:16])[C@@H:12]([OH:13])[C@H:10]1[OH:11].[F:21][C:22]([F:37])([F:36])[C:23]1[CH:24]=[C:25](B(O)O)[CH:26]=[C:27]([C:29]([F:32])([F:31])[F:30])[CH:28]=1.C(=O)([O-])[O-].[Cs+].[Cs+]. Product: [NH2:20][C:4]1[N:3]=[C:2]([C:25]2[CH:26]=[C:27]([C:29]([F:32])([F:30])[F:31])[CH:28]=[C:23]([C:22]([F:21])([F:37])[F:36])[CH:24]=2)[N:19]=[C:18]2[C:5]=1[N:6]=[CH:7][N:8]2[C@H:9]1[C@H:10]([OH:11])[C@H:12]([OH:13])[C@@H:14]([CH2:15][OH:16])[O:17]1. The catalyst class is: 335. (5) Reactant: Cl[C:2]1[CH:7]=[C:6]([NH:8][C:9]2[CH:13]=[C:12]([CH3:14])[NH:11][N:10]=2)[N:5]2[CH:15]=[CH:16][N:17]=[C:4]2[N:3]=1.[SH:18][C:19]1[CH:24]=[CH:23][C:22]([NH:25][C:26]([CH:28]2[CH2:30][CH2:29]2)=[O:27])=[CH:21][CH:20]=1.C(=O)([O-])[O-].[K+].[K+]. Product: [CH3:14][C:12]1[NH:11][N:10]=[C:9]([NH:8][C:6]2[N:5]3[CH:15]=[CH:16][N:17]=[C:4]3[N:3]=[C:2]([S:18][C:19]3[CH:20]=[CH:21][C:22]([NH:25][C:26]([CH:28]4[CH2:29][CH2:30]4)=[O:27])=[CH:23][CH:24]=3)[CH:7]=2)[CH:13]=1. The catalyst class is: 3. (6) Product: [CH3:18][C:19]1[N:20]=[C:21]([NH:27][C:28]2[CH:33]=[CH:32][CH:31]=[CH:30][CH:29]=2)[S:22][C:23]=1[C:24]([O:10][CH2:11][CH2:12][C:13]([CH3:17])=[C:14]([F:15])[F:16])=[O:25]. Reactant: CN(C)C=O.CS([O:10][CH2:11][CH2:12][C:13]([CH3:17])=[C:14]([F:16])[F:15])(=O)=O.[CH3:18][C:19]1[N:20]=[C:21]([NH:27][C:28]2[CH:33]=[CH:32][CH:31]=[CH:30][CH:29]=2)[S:22][C:23]=1[C:24](O)=[O:25].C(=O)([O-])O.[Na+]. The catalyst class is: 6. (7) Reactant: [C:1]([OH:6])(=O)[CH2:2][CH2:3][CH3:4].C(N(C(C)C)CC)(C)C.CN(C(ON1N=NC2C=CC=NC1=2)=[N+](C)C)C.F[P-](F)(F)(F)(F)F.[NH2:40][C:41]1[C:42]([NH:59][CH:60]2[CH2:65][CH2:64][N:63]([CH2:66][CH2:67][C:68]#[N:69])[CH2:62][CH2:61]2)=[C:43]2[CH:49]=[CH:48][N:47]([S:50]([C:53]3[CH:58]=[CH:57][CH:56]=[CH:55][CH:54]=3)(=[O:52])=[O:51])[C:44]2=[N:45][CH:46]=1. Product: [C:53]1([S:50]([N:47]2[C:44]3=[N:45][CH:46]=[C:41]([NH:40][C:1](=[O:6])[CH2:2][CH2:3][CH3:4])[C:42]([NH:59][CH:60]4[CH2:61][CH2:62][N:63]([CH2:66][CH2:67][C:68]#[N:69])[CH2:64][CH2:65]4)=[C:43]3[CH:49]=[CH:48]2)(=[O:51])=[O:52])[CH:58]=[CH:57][CH:56]=[CH:55][CH:54]=1. The catalyst class is: 85. (8) Reactant: [CH:1]1([OH:8])[CH2:6][CH2:5][CH:4]([OH:7])[CH2:3][CH2:2]1.C(N(CC)CC)C.[C:16](Cl)(=[O:23])[C:17]1[CH:22]=[CH:21][CH:20]=[CH:19][CH:18]=1. Product: [C:16]([O:7][CH:4]1[CH2:5][CH2:6][CH:1]([OH:8])[CH2:2][CH2:3]1)(=[O:23])[C:17]1[CH:22]=[CH:21][CH:20]=[CH:19][CH:18]=1. The catalyst class is: 2. (9) Reactant: CCCCCCCCCCCCCCCC(OC[C@@H](OC(CCCCCCCCCCCCCCC)=O)COC(CCC(O)=O)=O)=[O:17].ON1C(=O)CCC1=O.[CH2:56]1[CH2:61][CH2:60][CH:59]([N:62]=[C:63]=[N:64][CH:65]2[CH2:70][CH2:69][CH2:68][CH2:67][CH2:66]2)[CH2:58][CH2:57]1. Product: [C:63]([NH:62][CH:59]1[CH2:58][CH2:57][CH2:56][CH2:61][CH2:60]1)([NH:64][CH:65]1[CH2:70][CH2:69][CH2:68][CH2:67][CH2:66]1)=[O:17]. The catalyst class is: 840. (10) Reactant: [NH:1]1[C:5]2=[N:6][CH:7]=[CH:8][CH:9]=[C:4]2[CH:3]=[C:2]1[C:10]([OH:12])=O.F[P-](F)(F)(F)(F)F.[N:20]1([O:29][C:30](N(C)C)=[N+](C)C)[C:24]2C=CC=CC=2N=N1.C(N(CC)CC)C.Cl.CNOC. Product: [CH3:30][O:29][N:20]([CH3:24])[C:10]([C:2]1[NH:1][C:5]2=[N:6][CH:7]=[CH:8][CH:9]=[C:4]2[CH:3]=1)=[O:12]. The catalyst class is: 9.